From a dataset of Forward reaction prediction with 1.9M reactions from USPTO patents (1976-2016). Predict the product of the given reaction. (1) Given the reactants [N:1]([O-])=O.[Na+].Cl.[Br:6][C:7]1[CH:15]=[C:14]2[C:10]([CH:11]=[CH:12][NH:13]2)=[CH:9][CH:8]=1.[OH2:16], predict the reaction product. The product is: [Br:6][C:7]1[CH:15]=[C:14]2[C:10]([C:11]([CH:12]=[O:16])=[N:1][NH:13]2)=[CH:9][CH:8]=1. (2) Given the reactants [NH:1]1[CH:5]=[C:4]([C:6]([O:8][CH2:9][CH3:10])=[O:7])[CH:3]=[N:2]1.Br[C:12]([CH3:21])([CH3:20])[C:13]([O:15]C(C)(C)C)=[O:14], predict the reaction product. The product is: [CH2:9]([O:8][C:6]([C:4]1[CH:5]=[N:1][N:2]([C:12]([CH3:21])([CH3:20])[C:13]([OH:15])=[O:14])[CH:3]=1)=[O:7])[CH3:10]. (3) Given the reactants [CH2:1]([S:8][C:9]1[CH:10]=[CH:11][C:12]([NH:22][C:23]2[CH:28]=[C:27]([CH3:29])[C:26]([Br:30])=[CH:25][C:24]=2[O:31][CH3:32])=[C:13](/[CH:15]=[CH:16]/[C:17](OCC)=[O:18])[CH:14]=1)[C:2]1[CH:7]=[CH:6][CH:5]=[CH:4][CH:3]=1.C[O-].[Na+], predict the reaction product. The product is: [CH2:1]([S:8][C:9]1[CH:14]=[C:13]2[C:12](=[CH:11][CH:10]=1)[N:22]([C:23]1[CH:28]=[C:27]([CH3:29])[C:26]([Br:30])=[CH:25][C:24]=1[O:31][CH3:32])[C:17](=[O:18])[CH:16]=[CH:15]2)[C:2]1[CH:3]=[CH:4][CH:5]=[CH:6][CH:7]=1. (4) Given the reactants [CH2:1]([O:8][C:9]1[CH:18]=[C:17]2[C:12]([C:13]([OH:19])=[CH:14][CH:15]=[N:16]2)=[CH:11][C:10]=1[O:20][CH3:21])[C:2]1[CH:7]=[CH:6][CH:5]=[CH:4][CH:3]=1.CN(C=O)C.C(=O)([O-])[O-].[Cs+].[Cs+].F[C:34]1[CH:39]=[CH:38][C:37]([N+:40]([O-:42])=[O:41])=[CH:36][C:35]=1[F:43], predict the reaction product. The product is: [CH2:1]([O:8][C:9]1[CH:18]=[C:17]2[C:12]([C:13]([O:19][C:34]3[CH:39]=[CH:38][C:37]([N+:40]([O-:42])=[O:41])=[CH:36][C:35]=3[F:43])=[CH:14][CH:15]=[N:16]2)=[CH:11][C:10]=1[O:20][CH3:21])[C:2]1[CH:3]=[CH:4][CH:5]=[CH:6][CH:7]=1.